Dataset: Full USPTO retrosynthesis dataset with 1.9M reactions from patents (1976-2016). Task: Predict the reactants needed to synthesize the given product. (1) Given the product [C:1]1([N:7]2[C:11]3=[N:12][CH:13]=[CH:14][CH:15]=[C:10]3[N:9]=[C:8]2[C@@H:16]([NH:19][C:21]2[N:29]=[CH:28][N:27]=[C:26]3[C:22]=2[N:23]=[CH:24][NH:25]3)[CH2:17][CH3:18])[CH:2]=[CH:3][CH:4]=[CH:5][CH:6]=1, predict the reactants needed to synthesize it. The reactants are: [C:1]1([N:7]2[C:11]3=[N:12][CH:13]=[CH:14][CH:15]=[C:10]3[N:9]=[C:8]2[C@@H:16]([NH2:19])[CH2:17][CH3:18])[CH:6]=[CH:5][CH:4]=[CH:3][CH:2]=1.Cl[C:21]1[N:29]=[CH:28][N:27]=[C:26]2[C:22]=1[N:23]=[CH:24][N:25]2C1CCCCO1.CCN(C(C)C)C(C)C. (2) Given the product [CH3:1][C:3]1[NH:4][C:1]([CH:3]2[CH2:11][C:10]3[C:5](=[CH:6][CH:7]=[CH:8][CH:9]=3)[N:4]2[C:12]([O:14][C:15]([CH3:18])([CH3:17])[CH3:16])=[O:13])=[N:23][C:11]=1[CH2:10][CH2:19][CH3:20], predict the reactants needed to synthesize it. The reactants are: [CH:1]([CH:3]1[CH2:11][C:10]2[C:5](=[CH:6][CH:7]=[CH:8][CH:9]=2)[N:4]1[C:12]([O:14][C:15]([CH3:18])([CH3:17])[CH3:16])=[O:13])=O.[C:19]([O-])(=O)[CH3:20].[NH4+:23].[OH-].[Na+].